This data is from Reaction yield outcomes from USPTO patents with 853,638 reactions. The task is: Predict the reaction yield, written as a fraction of the theoretical maximum amount of product (1.0 means a 100% yield; for example, 0.34 means a 34% yield). (1) The reactants are [NH:1]1[C:9]2[C:4](=[CH:5][C:6]([C:10]#[N:11])=[CH:7][CH:8]=2)[CH:3]=[CH:2]1.[CH3:12][C:13]([O:16][C:17](O[C:17]([O:16][C:13]([CH3:15])([CH3:14])[CH3:12])=[O:18])=[O:18])([CH3:15])[CH3:14]. The catalyst is C1COCC1.CN(C1C=CN=CC=1)C. The product is [C:10]([C:6]1[CH:5]=[C:4]2[C:9](=[CH:8][CH:7]=1)[N:1]([C:17]([O:16][C:13]([CH3:15])([CH3:14])[CH3:12])=[O:18])[CH:2]=[CH:3]2)#[N:11]. The yield is 0.960. (2) The reactants are [Cl:1][CH2:2][CH2:3][CH2:4][O:5][C:6]1[C:11]([O:12][CH3:13])=[CH:10][C:9]([C:14](=[O:16])[CH3:15])=[C:8]([N+:17]([O-:19])=[O:18])[CH:7]=1.CO[CH:22](OC)[N:23]([CH3:25])[CH3:24]. The catalyst is C1(C)C=CC=CC=1. The product is [Cl:1][CH2:2][CH2:3][CH2:4][O:5][C:6]1[C:11]([O:12][CH3:13])=[CH:10][C:9]([C:14](=[O:16])/[CH:15]=[CH:22]/[N:23]([CH3:25])[CH3:24])=[C:8]([N+:17]([O-:19])=[O:18])[CH:7]=1. The yield is 0.758. (3) The reactants are C([O:8][C:9]1[CH:10]=[CH:11][C:12]([C@@H:20]([O:30][Si:31]([C:34]([CH3:37])([CH3:36])[CH3:35])([CH3:33])[CH3:32])[CH2:21][NH:22]CC2C=CC=CC=2)=[C:13]2[C:18]=1[NH:17][C:16](=[O:19])[CH:15]=[CH:14]2)C1C=CC=CC=1.[C:38]([OH:41])(=[O:40])[CH3:39]. The catalyst is CO. The product is [C:38]([OH:41])(=[O:40])[CH3:39].[NH2:22][CH2:21][C@@H:20]([C:12]1[CH:11]=[CH:10][C:9]([OH:8])=[C:18]2[C:13]=1[CH:14]=[CH:15][C:16](=[O:19])[NH:17]2)[O:30][Si:31]([C:34]([CH3:37])([CH3:36])[CH3:35])([CH3:33])[CH3:32]. The yield is 0.850. (4) The reactants are [CH3:1][CH:2]([OH:4])[CH3:3].C(N(CC)CC)C.[F:12][C:13]1[C:14]([C:22](F)=[O:23])=[N:15][C:16]([F:21])=[C:17]([F:20])[C:18]=1[F:19]. The catalyst is O. The product is [F:12][C:13]1[C:14]([C:22]([O:4][CH:2]([CH3:3])[CH3:1])=[O:23])=[N:15][C:16]([F:21])=[C:17]([F:20])[C:18]=1[F:19]. The yield is 0.480.